The task is: Predict the product of the given reaction.. This data is from Forward reaction prediction with 1.9M reactions from USPTO patents (1976-2016). (1) Given the reactants OO.NC(N)=[O:5].FC(F)(F)C(OC(=O)C(F)(F)F)=O.C[O:21][C:22]([C:24]1[C:29]([Br:30])=[CH:28][CH:27]=[C:26]([Cl:31])[N:25]=1)=[O:23], predict the reaction product. The product is: [Br:30][C:29]1[CH:28]=[CH:27][C:26]([Cl:31])=[N+:25]([O-:5])[C:24]=1[C:22]([OH:21])=[O:23]. (2) Given the reactants [CH:1]1([CH2:4][CH2:5][C:6]2([CH3:19])[C:15]3[C:10](=[CH:11][CH:12]=[CH:13][CH:14]=3)[C:9](=[O:16])[CH:8]=[C:7]2[O:17]C)[CH2:3][CH2:2]1.[OH-].[Na+].Cl, predict the reaction product. The product is: [CH:1]1([CH2:4][CH2:5][C:6]2([CH3:19])[C:15]3[C:10](=[CH:11][CH:12]=[CH:13][CH:14]=3)[C:9]([OH:16])=[CH:8][C:7]2=[O:17])[CH2:3][CH2:2]1. (3) Given the reactants [F:1][C:2]1[CH:7]=[CH:6][C:5]([O:8][C:9](=[O:39])[N:10]([C@H:12]2[C@H:16]([C:17]3[CH:22]=[CH:21][C:20]([Cl:23])=[CH:19][CH:18]=3)[CH2:15][N:14]([C:24]([CH:26]3[CH2:31][CH2:30][N:29]([C:32]4[CH:37]=[CH:36][C:35]([OH:38])=[CH:34][N:33]=4)[CH2:28][CH2:27]3)=[O:25])[CH2:13]2)[CH3:11])=[CH:4][CH:3]=1.[C:40](Cl)(=[O:42])[CH3:41], predict the reaction product. The product is: [Cl:23][C:20]1[CH:19]=[CH:18][C:17]([C@H:16]2[C@H:12]([N:10]([C:9]([O:8][C:5]3[CH:6]=[CH:7][C:2]([F:1])=[CH:3][CH:4]=3)=[O:39])[CH3:11])[CH2:13][N:14]([C:24]([CH:26]3[CH2:31][CH2:30][N:29]([C:32]4[CH:37]=[CH:36][C:35]([O:38][C:40](=[O:42])[CH3:41])=[CH:34][N:33]=4)[CH2:28][CH2:27]3)=[O:25])[CH2:15]2)=[CH:22][CH:21]=1. (4) The product is: [CH3:1][O:2][C:3]([CH:5]1[CH:10]([NH2:11])[CH:9]2[N:20]([C:21]([O:23][C:24]([CH3:27])([CH3:26])[CH3:25])=[O:22])[CH:6]1[CH2:7][CH2:8]2)=[O:4]. Given the reactants [CH3:1][O:2][C:3]([CH:5]1[CH:10]([NH:11]C(C2C=CC=CC=2)C)[CH:9]2[N:20]([C:21]([O:23][C:24]([CH3:27])([CH3:26])[CH3:25])=[O:22])[CH:6]1[CH2:7][CH2:8]2)=[O:4], predict the reaction product. (5) Given the reactants [CH3:1][N:2]([C:4]1[CH:9]=[CH:8][C:7]([O:10][CH3:11])=[CH:6][C:5]=1[N:12]=O)[CH3:3].[H][H].C([O-])([O-])=O.[K+].[K+].[C:22](Cl)(=[O:24])[CH3:23], predict the reaction product. The product is: [CH3:1][N:2]([CH3:3])[C:4]1[CH:9]=[CH:8][C:7]([O:10][CH3:11])=[CH:6][C:5]=1[NH:12][C:22](=[O:24])[CH3:23]. (6) Given the reactants [CH:1]1([NH2:7])[CH2:6][CH2:5][CH2:4][CH2:3][CH2:2]1.[Cl:8][C:9]1[CH:14]=[C:13]([Cl:15])[CH:12]=[CH:11][C:10]=1[C:16]1[N:17]=[C:18]([C:30](OCC)=[O:31])[N:19]([CH3:29])[C:20]=1[C:21]1[CH:26]=[CH:25][C:24]([Cl:27])=[CH:23][C:22]=1[Cl:28], predict the reaction product. The product is: [CH:1]1([NH:7][C:30]([C:18]2[N:19]([CH3:29])[C:20]([C:21]3[CH:26]=[CH:25][C:24]([Cl:27])=[CH:23][C:22]=3[Cl:28])=[C:16]([C:10]3[CH:11]=[CH:12][C:13]([Cl:15])=[CH:14][C:9]=3[Cl:8])[N:17]=2)=[O:31])[CH2:6][CH2:5][CH2:4][CH2:3][CH2:2]1. (7) Given the reactants N[C:2]1[CH:10]=[CH:9][C:5]([C:6]([OH:8])=[O:7])=[CH:4][CH:3]=1.N([O-])=O.[Na+].[C:15](#[N:18])[CH:16]=[CH2:17].C(Cl)[Cl:20].CO, predict the reaction product. The product is: [Cl:20][CH:16]([C:15]#[N:18])[CH2:17][C:2]1[CH:10]=[CH:9][C:5]([C:6]([OH:8])=[O:7])=[CH:4][CH:3]=1. (8) Given the reactants [F:1][C:2]1[CH:7]=[CH:6][CH:5]=[CH:4][C:3]=1[N:8]1[C:16]2[C:11](=[C:12]([N:17]3[CH2:21][CH2:20][NH:19][C:18]3=[O:22])[CH:13]=[CH:14][CH:15]=2)[CH:10]=[N:9]1.[H-].[Na+].Br[CH2:26][C:27]1[S:28][CH:29]=[C:30]([C:32]([F:35])([F:34])[F:33])[N:31]=1, predict the reaction product. The product is: [F:1][C:2]1[CH:7]=[CH:6][CH:5]=[CH:4][C:3]=1[N:8]1[C:16]2[C:11](=[C:12]([N:17]3[CH2:21][CH2:20][N:19]([CH2:26][C:27]4[S:28][CH:29]=[C:30]([C:32]([F:35])([F:34])[F:33])[N:31]=4)[C:18]3=[O:22])[CH:13]=[CH:14][CH:15]=2)[CH:10]=[N:9]1.